Dataset: Catalyst prediction with 721,799 reactions and 888 catalyst types from USPTO. Task: Predict which catalyst facilitates the given reaction. (1) Reactant: [Br:1][C:2]1[CH:7]=[CH:6][C:5]([N:8]2[CH2:13][CH2:12][N:11]([S:14]([CH3:17])(=[O:16])=[O:15])[CH2:10][CH2:9]2)=[CH:4][CH:3]=1.C[Si]([N-][Si](C)(C)C)(C)C.[Li+].Cl[Si](C)(C)C.[N:33]1[CH:38]=[CH:37][CH:36]=[N:35][C:34]=1CCCC=O. Product: [Br:1][C:2]1[CH:3]=[CH:4][C:5]([N:8]2[CH2:13][CH2:12][N:11]([S:14]([CH:17]=[CH:7][CH2:2][CH2:3][CH2:4][C:37]3[CH:36]=[N:35][CH:34]=[N:33][CH:38]=3)(=[O:15])=[O:16])[CH2:10][CH2:9]2)=[CH:6][CH:7]=1. The catalyst class is: 1. (2) Reactant: Br[C:2]1[CH:3]=[C:4]([CH:16]=[CH:17][C:18]=1[O:19][CH3:20])[CH:5]=[C:6]1[C:14]2[C:9](=[CH:10][CH:11]=[CH:12][CH:13]=2)[NH:8][C:7]1=[O:15].C(=O)([O-])[O-].[Na+].[Na+].[C:27]([NH:30][C:31]1[CH:32]=[C:33](B(O)O)[CH:34]=[CH:35][CH:36]=1)(=[O:29])[CH3:28].O. Product: [CH3:20][O:19][C:18]1[CH:17]=[CH:16][C:4]([CH:5]=[C:6]2[C:14]3[C:9](=[CH:10][CH:11]=[CH:12][CH:13]=3)[NH:8][C:7]2=[O:15])=[CH:3][C:2]=1[C:35]1[CH:34]=[CH:33][CH:32]=[C:31]([NH:30][C:27](=[O:29])[CH3:28])[CH:36]=1. The catalyst class is: 335. (3) Reactant: C[O:2][C:3](=[O:26])[C:4]1[CH:9]=[CH:8][C:7]([NH:10][C:11]2[N:16]=[C:15]([NH:17][C:18]3[CH:23]=[CH:22][C:21]([F:24])=[C:20]([CH3:25])[CH:19]=3)[CH:14]=[CH:13][N:12]=2)=[CH:6][CH:5]=1.[OH-].[Na+].O.O1CCOCC1. Product: [F:24][C:21]1[CH:22]=[CH:23][C:18]([NH:17][C:15]2[CH:14]=[CH:13][N:12]=[C:11]([NH:10][C:7]3[CH:8]=[CH:9][C:4]([C:3]([OH:26])=[O:2])=[CH:5][CH:6]=3)[N:16]=2)=[CH:19][C:20]=1[CH3:25]. The catalyst class is: 5. (4) Product: [Br:1][C:2]1[CH:6]=[N:5][N:4]([CH3:7])[C:3]=1[C:8]1[CH:9]=[C:10]([NH:16][C:26]([NH:25][C:21]2[CH:22]=[CH:23][CH:24]=[C:19]([C:17]#[N:18])[CH:20]=2)=[O:27])[CH:11]=[CH:12][C:13]=1[O:14][CH3:15]. Reactant: [Br:1][C:2]1[CH:6]=[N:5][N:4]([CH3:7])[C:3]=1[C:8]1[CH:9]=[C:10]([NH2:16])[CH:11]=[CH:12][C:13]=1[O:14][CH3:15].[C:17]([C:19]1[CH:20]=[C:21]([N:25]=[C:26]=[O:27])[CH:22]=[CH:23][CH:24]=1)#[N:18]. The catalyst class is: 2. (5) Reactant: [C:1]1([C:18]2[CH:23]=[CH:22][CH:21]=[CH:20][CH:19]=2)[CH:6]=[CH:5][CH:4]=[CH:3][C:2]=1[NH:7][C:8](=O)[C:9]1[CH:14]=[CH:13][C:12]([CH2:15][Cl:16])=[CH:11][CH:10]=1.O=P(Cl)(Cl)Cl. Product: [Cl:16][CH2:15][C:12]1[CH:13]=[CH:14][C:9]([C:8]2[N:7]=[C:2]3[C:1](=[C:18]4[C:23]=2[CH:22]=[CH:21][CH:20]=[CH:19]4)[CH:6]=[CH:5][CH:4]=[CH:3]3)=[CH:10][CH:11]=1. The catalyst class is: 11. (6) Reactant: [H-].[Al+3].[Li+].[H-].[H-].[H-].[O:7]1[CH2:12][CH2:11][CH2:10][CH:9]([CH2:13][CH2:14][C:15](OCC)=[O:16])[CH2:8]1. Product: [O:7]1[CH2:12][CH2:11][CH2:10][CH:9]([CH2:13][CH2:14][CH2:15][OH:16])[CH2:8]1. The catalyst class is: 27. (7) Reactant: [Cl:1][C:2]1[CH:3]=[C:4]([CH:39]=[CH:40][C:41]=1[Cl:42])[C:5]([NH:7][C:8]1[CH:38]=[CH:37][C:11]([O:12][C:13]2[CH:18]=[CH:17][C:16]([CH2:19][C:20]([O:22]C(C)(C)C)=[O:21])=[CH:15][C:14]=2[CH2:27][NH:28][C:29](=[O:36])[C:30]2[CH:35]=[CH:34][CH:33]=[N:32][CH:31]=2)=[CH:10][CH:9]=1)=[O:6]. Product: [Cl:1][C:2]1[CH:3]=[C:4]([CH:39]=[CH:40][C:41]=1[Cl:42])[C:5]([NH:7][C:8]1[CH:38]=[CH:37][C:11]([O:12][C:13]2[CH:18]=[CH:17][C:16]([CH2:19][C:20]([OH:22])=[O:21])=[CH:15][C:14]=2[CH2:27][NH:28][C:29](=[O:36])[C:30]2[CH:35]=[CH:34][CH:33]=[N:32][CH:31]=2)=[CH:10][CH:9]=1)=[O:6]. The catalyst class is: 157. (8) Reactant: [CH:1]([C@@H:3]1[CH2:20][C:19]2[C@H:14]([CH2:15][CH2:16][C:17](=O)[CH:18]=2)[C@@H:13]2[C@@H:4]1[C@H:5]1[C@@:9]([CH2:11][CH2:12]2)([CH3:10])[C@@H:8]([OH:22])[CH2:7][CH2:6]1)=[CH2:2].Cl.[NH2:24][OH:25].O. Product: [CH:1]([C@@H:3]1[CH2:20][C:19]2[C@H:14]([CH2:15][CH2:16]/[C:17](=[N:24]\[OH:25])/[CH:18]=2)[C@@H:13]2[C@@H:4]1[C@H:5]1[C@@:9]([CH2:11][CH2:12]2)([CH3:10])[C@@H:8]([OH:22])[CH2:7][CH2:6]1)=[CH2:2].[CH:1]([C@@H:3]1[CH2:20][C:19]2[C@H:14]([CH2:15][CH2:16]/[C:17](=[N:24]/[OH:25])/[CH:18]=2)[C@@H:13]2[C@@H:4]1[C@H:5]1[C@@:9]([CH2:11][CH2:12]2)([CH3:10])[C@@H:8]([OH:22])[CH2:7][CH2:6]1)=[CH2:2]. The catalyst class is: 17. (9) Reactant: C(O[BH-](OC(=O)C)OC(=O)C)(=O)C.[Na+].[C:15]([O:19][C:20]([N:22]1[C@H:27]([CH:28]=O)[CH2:26][O:25][CH2:24][C@@H:23]1[CH2:30][CH:31]=[CH2:32])=[O:21])([CH3:18])([CH3:17])[CH3:16].Cl.[CH3:34][O:35][C:36](=[O:40])[C@H:37]([CH3:39])[NH2:38].C(=O)([O-])O.[Na+].Cl[C:47]([O:49][CH2:50][C:51]1[CH:56]=[CH:55][CH:54]=[CH:53][CH:52]=1)=[O:48]. Product: [C:15]([O:19][C:20]([N:22]1[C@H:27]([CH2:28][N:38]([C:47]([O:49][CH2:50][C:51]2[CH:56]=[CH:55][CH:54]=[CH:53][CH:52]=2)=[O:48])[C@H:37]([C:36]([O:35][CH3:34])=[O:40])[CH3:39])[CH2:26][O:25][CH2:24][C@@H:23]1[CH2:30][CH:31]=[CH2:32])=[O:21])([CH3:18])([CH3:17])[CH3:16]. The catalyst class is: 34.